This data is from Tox21: 12 toxicity assays (nuclear receptors and stress response pathways). The task is: Binary classification across 12 toxicity assays. (1) The compound is O=C(O)C[C@H](NC(=O)OCc1ccccc1)C(=O)O. It tested positive (active) for: SR-ARE (Antioxidant Response Element (oxidative stress)). (2) The molecule is CCCCCCCCCCCCCCCCn1cc[n+](C)c1. It tested positive (active) for: NR-Aromatase (Aromatase enzyme inhibition), and SR-ARE (Antioxidant Response Element (oxidative stress)).